Dataset: Drug-target binding data from BindingDB using IC50 measurements. Task: Regression. Given a target protein amino acid sequence and a drug SMILES string, predict the binding affinity score between them. We predict pIC50 (pIC50 = -log10(IC50 in M); higher means more potent). Dataset: bindingdb_ic50. The drug is CS(=O)(=O)NC(=O)C1=C(c2ccc(C3CC3)s2)C[C@](c2ccc(OCCCC(F)(F)F)cc2)(C(F)(F)F)NC1=O. The target protein (Q10469) has sequence MRFRIYKRKVLILTLVVAACGFVLWSSNGRQRKNEALAPPLLDAEPARGAGGRGGDHPSVAVGIRRVSNVSAASLVPAVPQPEADNLTLRYRSLVYQLNFDQTLRNVDKAGTWAPRELVLVVQVHNRPEYLRLLLDSLRKAQGIDNVLVIFSHDFWSTEINQLIAGVNFCPVLQVFFPFSIQLYPNEFPGSDPRDCPRDLPKNAALKLGCINAEYPDSFGHYREAKFSQTKHHWWWKLHFVWERVKILRDYAGLILFLEEDHYLAPDFYHVFKKMWKLKQQECPECDVLSLGTYSASRSFYGMADKVDVKTWKSTEHNMGLALTRNAYQKLIECTDTFCTYDDYNWDWTLQYLTVSCLPKFWKVLVPQIPRIFHAGDCGMHHKKTCRPSTQSAQIESLLNNNKQYMFPETLTISEKFTVVAISPPRKNGGWGDIRDHELCKSYRRLQ. The pIC50 is 8.2.